Dataset: Peptide-MHC class II binding affinity with 134,281 pairs from IEDB. Task: Regression. Given a peptide amino acid sequence and an MHC pseudo amino acid sequence, predict their binding affinity value. This is MHC class II binding data. (1) The peptide sequence is VQVTFTVQKGSDPKK. The MHC is DRB1_1101 with pseudo-sequence DRB1_1101. The binding affinity (normalized) is 0.298. (2) The peptide sequence is KFTQFAGKDLESIKG. The MHC is DRB1_0101 with pseudo-sequence DRB1_0101. The binding affinity (normalized) is 0.436. (3) The peptide sequence is AFALVLLFCALASSC. The MHC is DRB1_0802 with pseudo-sequence DRB1_0802. The binding affinity (normalized) is 0.220. (4) The peptide sequence is KMPMYIAGYKTFDGR. The MHC is DRB5_0101 with pseudo-sequence DRB5_0101. The binding affinity (normalized) is 0.470. (5) The peptide sequence is EGATPEAKYDAYVAT. The MHC is DRB4_0101 with pseudo-sequence DRB4_0103. The binding affinity (normalized) is 0. (6) The peptide sequence is AFKVAATAANAAPAV. The MHC is HLA-DPA10201-DPB11401 with pseudo-sequence HLA-DPA10201-DPB11401. The binding affinity (normalized) is 0.789. (7) The peptide sequence is KDKWIALKESWGAIW. The MHC is DRB1_1501 with pseudo-sequence DRB1_1501. The binding affinity (normalized) is 0.515. (8) The peptide sequence is MGKATTEEQKLIEDV. The MHC is HLA-DPA10301-DPB10402 with pseudo-sequence HLA-DPA10301-DPB10402. The binding affinity (normalized) is 0.221.